From a dataset of Full USPTO retrosynthesis dataset with 1.9M reactions from patents (1976-2016). Predict the reactants needed to synthesize the given product. (1) Given the product [CH:1]1([NH:7][C:8]([C:15]2[CH:14]=[C:13]([C:17](=[O:24])[CH2:18][CH2:19][CH2:20][C:21]([OH:23])=[O:22])[CH:12]=[CH:11][CH:16]=2)=[O:9])[CH2:6][CH2:5][CH2:4][CH2:3][CH2:2]1, predict the reactants needed to synthesize it. The reactants are: [CH:1]1([N:7]=[C:8]=[O:9])[CH2:6][CH2:5][CH2:4][CH2:3][CH2:2]1.O[C:11]1[CH:12]=[C:13]([C:17](=[O:24])[CH2:18][CH2:19][CH2:20][C:21]([OH:23])=[O:22])[CH:14]=[CH:15][CH:16]=1. (2) Given the product [CH2:1]([N:8]1[C:12]2[CH:13]=[C:14]([NH:23][C@@H:24]3[CH2:28][CH2:27][N:26]([C:29]([O:31][C:32]([CH3:35])([CH3:34])[CH3:33])=[O:30])[CH2:25]3)[C:15]3[N:16]([C:17]([CH3:20])=[N:18][N:19]=3)[C:11]=2[CH:10]=[C:9]1[CH3:22])[C:2]1[CH:7]=[CH:6][CH:5]=[CH:4][CH:3]=1, predict the reactants needed to synthesize it. The reactants are: [CH2:1]([N:8]1[C:12]2[CH:13]=[C:14](Cl)[C:15]3[N:16]([C:17]([CH3:20])=[N:18][N:19]=3)[C:11]=2[CH:10]=[C:9]1[CH3:22])[C:2]1[CH:7]=[CH:6][CH:5]=[CH:4][CH:3]=1.[NH2:23][C@@H:24]1[CH2:28][CH2:27][N:26]([C:29]([O:31][C:32]([CH3:35])([CH3:34])[CH3:33])=[O:30])[CH2:25]1.CC(C)([O-])C.[Na+].CC1(C)C2C=CC=C(P(C3C=CC=CC=3)C3C=CC=CC=3)C=2OC2C1=CC=CC=2P(C1C=CC=CC=1)C1C=CC=CC=1. (3) Given the product [CH2:24]([NH:26][C:20]([C:17]1[NH:18][N:19]=[C:15](/[CH:14]=[CH:13]/[C:12]2[C:8]([C:5]3[CH:4]=[CH:3][C:2]([F:1])=[CH:7][CH:6]=3)=[N:9][O:10][C:11]=2[CH3:23])[CH:16]=1)=[O:22])[CH3:25], predict the reactants needed to synthesize it. The reactants are: [F:1][C:2]1[CH:7]=[CH:6][C:5]([C:8]2[C:12](/[CH:13]=[CH:14]/[C:15]3[CH:16]=[C:17]([C:20]([OH:22])=O)[NH:18][N:19]=3)=[C:11]([CH3:23])[O:10][N:9]=2)=[CH:4][CH:3]=1.[CH2:24]([NH2:26])[CH3:25]. (4) The reactants are: [Cl:1][C:2]1[C:3]([OH:18])=[CH:4][C:5](=[O:17])[N:6]([C:8]2[CH:15]=[CH:14][C:11]([C:12]#[N:13])=[C:10]([F:16])[CH:9]=2)[CH:7]=1.OC1C(C#N)=CNC(=O)C=1.CS(O[CH:34]1[CH2:39][CH2:38][N:37]([C:40]([O:42][C:43]([CH3:46])([CH3:45])[CH3:44])=[O:41])[CH2:36][CH2:35]1)(=O)=O.C(C1C=NC(N2CCC(CS([O-])(=O)=O)CC2)=NC=1)CC. Given the product [Cl:1][C:2]1[C:3]([O:18][CH:34]2[CH2:39][CH2:38][N:37]([C:40]([O:42][C:43]([CH3:46])([CH3:45])[CH3:44])=[O:41])[CH2:36][CH2:35]2)=[CH:4][C:5](=[O:17])[N:6]([C:8]2[CH:15]=[CH:14][C:11]([C:12]#[N:13])=[C:10]([F:16])[CH:9]=2)[CH:7]=1, predict the reactants needed to synthesize it. (5) Given the product [NH:17]1[CH2:16][CH:15]([C:12]2[CH:11]=[CH:10][C:9]([C:28]3[N:37]=[C:36]([O:38][CH2:39][C@H:40]4[O:45][CH2:44][CH2:43][N:42]([C:46]([O:48][C:49]([CH3:52])([CH3:51])[CH3:50])=[O:47])[CH2:41]4)[C:31]4=[N:32][CH:33]=[CH:34][N:35]=[C:30]4[CH:29]=3)=[CH:14][CH:13]=2)[CH2:18]1, predict the reactants needed to synthesize it. The reactants are: CC1(C)C(C)(C)OB([C:9]2[CH:14]=[CH:13][C:12]([CH:15]3[CH2:18][N:17](C(OC(C)(C)C)=O)[CH2:16]3)=[CH:11][CH:10]=2)O1.Cl[C:28]1[N:37]=[C:36]([O:38][CH2:39][C@H:40]2[O:45][CH2:44][CH2:43][N:42]([C:46]([O:48][C:49]([CH3:52])([CH3:51])[CH3:50])=[O:47])[CH2:41]2)[C:31]2=[N:32][CH:33]=[CH:34][N:35]=[C:30]2[CH:29]=1.C([O-])([O-])=O.[Cs+].[Cs+].O1CCOCC1.O.